This data is from Drug-target binding data from BindingDB using IC50 measurements. The task is: Regression. Given a target protein amino acid sequence and a drug SMILES string, predict the binding affinity score between them. We predict pIC50 (pIC50 = -log10(IC50 in M); higher means more potent). Dataset: bindingdb_ic50. The compound is CCCCC[C@H](CC(=O)NO)C(=O)N[C@H](C(=O)N1CCC[C@H]1CO)C(C)C. The target protein sequence is MSVLQVLHIPDERLRKVAKPVEEVNAEIQRIVDDMFETMYAEKGIGLAATQVDIHQRIIVIDVSENRDERLVLINPELLEKSGETGIEEGCLSIPEQRALVPRAEKVKIRALDRDGKPFELEADGLLAICIGLRLGNGKYCTLRLFFNQV. The pIC50 is 8.0.